Binary Classification. Given a drug SMILES string, predict its activity (active/inactive) in a high-throughput screening assay against a specified biological target. From a dataset of HIV replication inhibition screening data with 41,000+ compounds from the AIDS Antiviral Screen. The drug is Nc1nc(O)nc(O)c1Cc1cccc(Cl)c1. The result is 0 (inactive).